Dataset: Full USPTO retrosynthesis dataset with 1.9M reactions from patents (1976-2016). Task: Predict the reactants needed to synthesize the given product. (1) Given the product [F:1][C:2]1[CH:9]=[C:8]([S:19]([C:18]([F:31])([F:30])[F:17])(=[O:21])=[O:20])[CH:7]=[CH:6][C:3]=1[C:4]#[N:5], predict the reactants needed to synthesize it. The reactants are: [F:1][C:2]1[CH:9]=[C:8](O)[CH:7]=[CH:6][C:3]=1[C:4]#[N:5].N1C=CC=CC=1.[F:17][C:18]([F:31])([F:30])[S:19](O[S:19]([C:18]([F:31])([F:30])[F:17])(=[O:21])=[O:20])(=[O:21])=[O:20]. (2) Given the product [CH3:1][NH:2][CH2:3][CH2:4][CH:5]([O:12][C:13]1[CH:18]=[CH:17][C:16]([C:19]([F:20])([F:22])[F:21])=[CH:15][CH:14]=1)[C:6]1[CH:7]=[CH:8][CH:9]=[CH:10][CH:11]=1.[ClH:23].[C:24]([OH:32])(=[O:31])[C:25]1[CH:30]=[CH:29][CH:28]=[CH:27][CH:26]=1, predict the reactants needed to synthesize it. The reactants are: [CH3:1][NH:2][CH2:3][CH2:4][CH:5]([O:12][C:13]1[CH:14]=[CH:15][C:16]([C:19]([F:22])([F:21])[F:20])=[CH:17][CH:18]=1)[C:6]1[CH:7]=[CH:8][CH:9]=[CH:10][CH:11]=1.[ClH:23].[C:24]([OH:32])(=[O:31])[C:25]1[CH:30]=[CH:29][CH:28]=[CH:27][CH:26]=1.